From a dataset of Reaction yield outcomes from USPTO patents with 853,638 reactions. Predict the reaction yield, written as a fraction of the theoretical maximum amount of product (1.0 means a 100% yield; for example, 0.34 means a 34% yield). (1) The reactants are [CH3:1][N:2]1[C:6]([C:7](=[O:24])[NH:8][C:9]2[CH:14]=[CH:13][N:12]3[N:15]=[C:16]([N:18]4[CH2:23][CH2:22][O:21][CH2:20][CH2:19]4)[N:17]=[C:11]3[CH:10]=2)=[C:5]([C:25]([O:27]CC)=[O:26])[CH:4]=[N:3]1.O.[OH-].[Li+]. The catalyst is CO.O. The product is [CH3:1][N:2]1[C:6]([C:7](=[O:24])[NH:8][C:9]2[CH:14]=[CH:13][N:12]3[N:15]=[C:16]([N:18]4[CH2:19][CH2:20][O:21][CH2:22][CH2:23]4)[N:17]=[C:11]3[CH:10]=2)=[C:5]([C:25]([OH:27])=[O:26])[CH:4]=[N:3]1. The yield is 0.750. (2) The reactants are Br[C:2]1[CH:11]=[C:10]2[C:5]([CH:6]([C:13]3[CH:18]=[CH:17][C:16]([Cl:19])=[C:15]([Cl:20])[CH:14]=3)[CH2:7][N:8]([CH3:12])[CH2:9]2)=[CH:4][CH:3]=1.[N:21]1[NH:22][C:23](=[O:27])[CH:24]=[CH:25][CH:26]=1. No catalyst specified. The product is [Cl:20][C:15]1[CH:14]=[C:13]([CH:6]2[C:5]3[C:10](=[CH:11][C:2]([N:22]4[C:23](=[O:27])[CH:24]=[CH:25][CH:26]=[N:21]4)=[CH:3][CH:4]=3)[CH2:9][N:8]([CH3:12])[CH2:7]2)[CH:18]=[CH:17][C:16]=1[Cl:19]. The yield is 0.230. (3) The reactants are [C:1](OC(=O)C)(=[O:3])C.[CH3:8][O:9][C:10]([C:12]1[S:13][CH:14]=[CH:15][C:16]=1[NH2:17])=[O:11]. The catalyst is C(O)=O. The product is [CH3:8][O:9][C:10]([C:12]1[S:13][CH:14]=[CH:15][C:16]=1[NH:17][CH:1]=[O:3])=[O:11]. The yield is 0.850.